From a dataset of Forward reaction prediction with 1.9M reactions from USPTO patents (1976-2016). Predict the product of the given reaction. (1) Given the reactants [CH2:1]([C:3]1[CH:8]=[CH:7][C:6]([NH:9]C(=O)C)=[C:5]([N+:13]([O-:15])=[O:14])[CH:4]=1)[CH3:2].Cl.C([O-])(O)=O.[Na+], predict the reaction product. The product is: [CH2:1]([C:3]1[CH:8]=[CH:7][C:6]([NH2:9])=[C:5]([N+:13]([O-:15])=[O:14])[CH:4]=1)[CH3:2]. (2) Given the reactants [CH:1]([Mg]Cl)([CH3:3])[CH3:2].[N+:6]([C:9]1[CH:10]=[CH:11][C:12]2[N:13]([CH:22]([CH3:24])[CH3:23])[C:14]3[C:19]([C:20]=2[CH:21]=1)=[CH:18][CH:17]=[CH:16][CH:15]=3)([O-:8])=[O:7].C(C1C(=O)C(Cl)=C(Cl)C(=O)C=1C#N)#N, predict the reaction product. The product is: [N+:6]([C:9]1[CH:10]=[CH:11][C:12]2[N:13]([CH:22]([CH3:24])[CH3:23])[C:14]3[C:19]([C:20]=2[C:21]=1[CH:1]([CH3:3])[CH3:2])=[CH:18][CH:17]=[CH:16][CH:15]=3)([O-:8])=[O:7].